From a dataset of Forward reaction prediction with 1.9M reactions from USPTO patents (1976-2016). Predict the product of the given reaction. (1) The product is: [CH2:40]([N:25]([CH2:23][CH3:24])[CH2:26][CH2:27][NH:28][C:29]([C:31]1[C:35]([CH3:36])=[C:34](/[CH:37]=[C:16]2\[C:17](=[O:22])[NH:18][C:19]3[C:15]\2=[CH:14][C:13]([S:10]([CH2:9][C:5]2[CH:6]=[CH:7][CH:8]=[C:3]([O:2][CH3:1])[CH:4]=2)(=[O:11])=[O:12])=[CH:21][CH:20]=3)[NH:33][C:32]=1[CH3:39])=[O:30])[CH3:41]. Given the reactants [CH3:1][O:2][C:3]1[CH:4]=[C:5]([CH2:9][S:10]([C:13]2[CH:14]=[C:15]3[C:19](=[CH:20][CH:21]=2)[NH:18][C:17](=[O:22])[CH2:16]3)(=[O:12])=[O:11])[CH:6]=[CH:7][CH:8]=1.[CH2:23]([N:25]([CH2:40][CH3:41])[CH2:26][CH2:27][NH:28][C:29]([C:31]1[C:35]([CH3:36])=[C:34]([CH:37]=O)[NH:33][C:32]=1[CH3:39])=[O:30])[CH3:24].N1CCCCC1, predict the reaction product. (2) Given the reactants [C:1]([C:5]1[CH:9]=[C:8]([NH2:10])[N:7]([C:11]2[CH:16]=[CH:15][CH:14]=[CH:13][CH:12]=2)[N:6]=1)([CH3:4])([CH3:3])[CH3:2].N1C=CC=CC=1.Cl[C:24]([O:26][C:27]([CH3:29])=[CH2:28])=[O:25], predict the reaction product. The product is: [C:1]([C:5]1[CH:9]=[C:8]([NH:10][C:24](=[O:25])[O:26][C:27]([CH3:29])=[CH2:28])[N:7]([C:11]2[CH:16]=[CH:15][CH:14]=[CH:13][CH:12]=2)[N:6]=1)([CH3:4])([CH3:2])[CH3:3]. (3) Given the reactants CC(C)([O-])C.[K+].[CH3:7][CH:8]1[C:13](=O)[NH:12][C:11]2[CH:15]=[CH:16][CH:17]=[C:18]([CH2:19][CH2:20][N:21]3[CH2:26][CH2:25][N:24]([C:27]4[CH:36]=[CH:35][CH:34]=[C:33]5[C:28]=4[CH:29]=[CH:30][C:31]([CH3:37])=[N:32]5)[CH2:23][CH2:22]3)[C:10]=2[O:9]1.C(OP(Cl)(OCC)=O)C.[N+:47]([CH2:49][C:50]([O:52][CH2:53][CH3:54])=[O:51])#[C-:48], predict the reaction product. The product is: [CH3:7][CH:8]1[C:13]2=[C:49]([C:50]([O:52][CH2:53][CH3:54])=[O:51])[N:47]=[CH:48][N:12]2[C:11]2[CH:15]=[CH:16][CH:17]=[C:18]([CH2:19][CH2:20][N:21]3[CH2:26][CH2:25][N:24]([C:27]4[CH:36]=[CH:35][CH:34]=[C:33]5[C:28]=4[CH:29]=[CH:30][C:31]([CH3:37])=[N:32]5)[CH2:23][CH2:22]3)[C:10]=2[O:9]1.